From a dataset of Reaction yield outcomes from USPTO patents with 853,638 reactions. Predict the reaction yield, written as a fraction of the theoretical maximum amount of product (1.0 means a 100% yield; for example, 0.34 means a 34% yield). (1) The reactants are [F:1][CH:2]([F:37])[C:3]1[CH:8]=[CH:7][C:6]([C:9]2[O:10][C:11]3[CH:21]=[C:20]([N:22]([CH3:27])[S:23]([CH3:26])(=[O:25])=[O:24])[C:19](B4OC(C)(C)C(C)(C)O4)=[CH:18][C:12]=3[C:13]=2[C:14]([NH:16][CH3:17])=[O:15])=[CH:5][CH:4]=1.Cl[C:39]1[CH:40]=[CH:41][C:42]2[O:55][CH2:54][N:45]3[C:46]4[CH:47]=[CH:48][CH:49]=[C:50]([F:53])[C:51]=4[CH:52]=[C:44]3[C:43]=2[N:56]=1.C([O-])([O-])=O.[Na+].[Na+].CC(C1C=C(C(C)C)C(C2C=CC=CC=2P(C2CCCCC2)C2CCCCC2)=C(C(C)C)C=1)C. The catalyst is O1CCOCC1.C1C=CC(/C=C/C(/C=C/C2C=CC=CC=2)=O)=CC=1.C1C=CC(/C=C/C(/C=C/C2C=CC=CC=2)=O)=CC=1.C1C=CC(/C=C/C(/C=C/C2C=CC=CC=2)=O)=CC=1.[Pd].[Pd].O. The product is [F:1][CH:2]([F:37])[C:3]1[CH:8]=[CH:7][C:6]([C:9]2[O:10][C:11]3[CH:21]=[C:20]([N:22]([CH3:27])[S:23]([CH3:26])(=[O:25])=[O:24])[C:19]([C:39]4[CH:40]=[CH:41][C:42]5[O:55][CH2:54][N:45]6[C:46]7[CH:47]=[CH:48][CH:49]=[C:50]([F:53])[C:51]=7[CH:52]=[C:44]6[C:43]=5[N:56]=4)=[CH:18][C:12]=3[C:13]=2[C:14]([NH:16][CH3:17])=[O:15])=[CH:5][CH:4]=1. The yield is 0.410. (2) The reactants are [C:1]1([CH2:7][CH2:8][CH:9]=[CH2:10])[CH:6]=[CH:5][CH:4]=[CH:3][CH:2]=1.[CH3:11][C:12]1[CH2:17][CH2:16][CH2:15][C:14](=[O:18])[CH:13]=1.C[Si](Cl)(C)C. The catalyst is C(Cl)Cl.CCOCC. The product is [CH3:11][C:12]1([CH2:10][CH2:9][CH2:8][CH2:7][C:1]2[CH:6]=[CH:5][CH:4]=[CH:3][CH:2]=2)[CH:17]=[CH:16][CH2:15][C:14](=[O:18])[CH2:13]1. The yield is 0.450.